The task is: Predict which catalyst facilitates the given reaction.. This data is from Catalyst prediction with 721,799 reactions and 888 catalyst types from USPTO. (1) Reactant: [CH3:1][O:2][C:3](=[O:14])[CH2:4][CH2:5][C:6]1[CH:11]=[CH:10][C:9]([CH3:12])=[CH:8][C:7]=1[CH3:13]. Product: [CH3:1][O:2][C:3](=[O:14])[CH:4]=[CH:5][C:6]1[CH:11]=[CH:10][C:9]([CH3:12])=[CH:8][C:7]=1[CH3:13]. The catalyst class is: 74. (2) Reactant: [CH:1]([C:3]1[CH:19]=[CH:18][CH:17]=[CH:16][C:4]=1[O:5][CH2:6][CH2:7][CH2:8][CH2:9][CH2:10][C:11]([O:13][CH2:14][CH3:15])=[O:12])=O.[F:20][C:21]([F:25])([F:24])[CH2:22][NH2:23].C(O)(=O)C.[BH-](OC(C)=O)(OC(C)=O)OC(C)=O.[Na+]. Product: [F:20][C:21]([F:25])([F:24])[CH2:22][NH:23][CH2:1][C:3]1[CH:19]=[CH:18][CH:17]=[CH:16][C:4]=1[O:5][CH2:6][CH2:7][CH2:8][CH2:9][CH2:10][C:11]([O:13][CH2:14][CH3:15])=[O:12]. The catalyst class is: 26. (3) Reactant: [CH3:1][O:2][CH:3]([O:6][CH3:7])[C:4]#[CH:5].Cl[CH:9]([F:11])[F:10].[NH4+].[Cl-].O.CC(OC)(C)C. Product: [F:10][CH:9]([F:11])[C:5]#[C:4][CH:3]([O:6][CH3:7])[O:2][CH3:1]. The catalyst class is: 392. (4) Reactant: [O:1]1[C:5]2[CH:6]=[CH:7][CH:8]=[CH:9][C:4]=2[CH:3]=[C:2]1[C:10]([NH:12][C:13]1([C:19]([NH:21][CH:22]2[CH2:27][CH2:26][N:25]([C:28]3[CH:33]=[CH:32][CH:31]=[CH:30][C:29]=3[NH:34][N:35]3[CH2:39][CH:38]=[CH:37][CH2:36]3)[CH2:24][CH:23]2[OH:40])=[O:20])[CH2:18][CH2:17][CH2:16][CH2:15][CH2:14]1)=[O:11].C(N(CC)CC)C. Product: [O:1]1[C:5]2[CH:6]=[CH:7][CH:8]=[CH:9][C:4]=2[CH:3]=[C:2]1[C:10]([NH:12][C:13]1([C:19]([NH:21][CH:22]2[CH2:27][CH2:26][N:25]([C:28]3[CH:33]=[CH:32][CH:31]=[CH:30][C:29]=3[NH:34][N:35]3[CH2:36][CH:37]=[CH:38][CH2:39]3)[CH2:24][C:23]2=[O:40])=[O:20])[CH2:18][CH2:17][CH2:16][CH2:15][CH2:14]1)=[O:11]. The catalyst class is: 148. (5) Reactant: C[Si](C)(C)[C:3]#[C:4][C:5]1[C:6]([CH:11]=O)=[N:7][CH:8]=[CH:9][CH:10]=1.[NH3:15]. Product: [N:7]1[C:6]2[C:5](=[CH:4][CH:3]=[N:15][CH:11]=2)[CH:10]=[CH:9][CH:8]=1. The catalyst class is: 14. (6) Reactant: CN(C(ON1N=NC2C=CC=NC1=2)=[N+](C)C)C.F[P-](F)(F)(F)(F)F.[OH:25][C:26]1[CH:27]=[C:28]2[C:32](=[CH:33][CH:34]=1)[NH:31][CH:30]=[C:29]2[CH2:35][C:36]([OH:38])=O.CCN(C(C)C)C(C)C.[C:48]1([CH2:54][CH:55]([C:57]2[N:61]([C:62]3[CH:67]=[CH:66][CH:65]=[CH:64][CH:63]=3)[N:60]=[N:59][CH:58]=2)[NH2:56])[CH:53]=[CH:52][CH:51]=[CH:50][CH:49]=1. Product: [OH:25][C:26]1[CH:27]=[C:28]2[C:32](=[CH:33][CH:34]=1)[NH:31][CH:30]=[C:29]2[CH2:35][C:36]([NH:56][CH:55]([C:57]1[N:61]([C:62]2[CH:67]=[CH:66][CH:65]=[CH:64][CH:63]=2)[N:60]=[N:59][CH:58]=1)[CH2:54][C:48]1[CH:49]=[CH:50][CH:51]=[CH:52][CH:53]=1)=[O:38]. The catalyst class is: 3.